This data is from HIV replication inhibition screening data with 41,000+ compounds from the AIDS Antiviral Screen. The task is: Binary Classification. Given a drug SMILES string, predict its activity (active/inactive) in a high-throughput screening assay against a specified biological target. (1) The molecule is NC(=S)C(=S)NC=C1C(=O)Oc2ccccc2C1=O. The result is 0 (inactive). (2) The compound is O=C(c1ccco1)N(C(=S)N1CCN(c2ccccn2)CC1)c1ccccc1. The result is 0 (inactive).